This data is from Full USPTO retrosynthesis dataset with 1.9M reactions from patents (1976-2016). The task is: Predict the reactants needed to synthesize the given product. The reactants are: [O:1]=[C:2]1[NH:11][C:10]2[N:9]=[CH:8][C:7](/[CH:12]=[CH:13]/[C:14]([OH:16])=O)=[CH:6][C:5]=2[CH2:4][CH2:3]1.C1C=CC2N(O)N=NC=2C=1.CCN=C=NCCCN(C)C.[CH3:38][NH:39][CH2:40][C:41]1[O:42][C:43]2[CH:50]=[CH:49][CH:48]=[CH:47][C:44]=2[C:45]=1[CH3:46].CCN(C(C)C)C(C)C. Given the product [CH3:38][N:39]([CH2:40][C:41]1[O:42][C:43]2[CH:50]=[CH:49][CH:48]=[CH:47][C:44]=2[C:45]=1[CH3:46])[C:14](=[O:16])/[CH:13]=[CH:12]/[C:7]1[CH:8]=[N:9][C:10]2[NH:11][C:2](=[O:1])[CH2:3][CH2:4][C:5]=2[CH:6]=1, predict the reactants needed to synthesize it.